This data is from Reaction yield outcomes from USPTO patents with 853,638 reactions. The task is: Predict the reaction yield, written as a fraction of the theoretical maximum amount of product (1.0 means a 100% yield; for example, 0.34 means a 34% yield). (1) The reactants are [I:1][C:2]1[C:6]([C:7]([O:9]CC)=[O:8])=[CH:5][N:4]([CH:12]2[CH2:17][CH2:16][CH2:15][CH2:14][O:13]2)[N:3]=1.[Li+].[OH-]. The catalyst is C1COCC1.CO.O. The product is [I:1][C:2]1[C:6]([C:7]([OH:9])=[O:8])=[CH:5][N:4]([CH:12]2[CH2:17][CH2:16][CH2:15][CH2:14][O:13]2)[N:3]=1. The yield is 0.960. (2) The reactants are [C:1]1([C:7]2[N:8]=[C:9]3[N:14]=[C:13]([NH2:15])[CH:12]=[CH:11][N:10]3[CH:16]=2)[CH:6]=[CH:5][CH:4]=[CH:3][CH:2]=1.[CH3:17][O:18][C:19]1[N:27]=[CH:26][CH:25]=[CH:24][C:20]=1[C:21](O)=[O:22].C(N(C(C)C)CC)(C)C.CCCP(=O)=O. The catalyst is O1CCCC1.C(OCC)(=O)C. The product is [CH3:17][O:18][C:19]1[N:27]=[CH:26][CH:25]=[CH:24][C:20]=1[C:21]([NH:15][C:13]1[CH:12]=[CH:11][N:10]2[CH:16]=[C:7]([C:1]3[CH:2]=[CH:3][CH:4]=[CH:5][CH:6]=3)[N:8]=[C:9]2[N:14]=1)=[O:22]. The yield is 0.110. (3) The reactants are [H-].[H-].[H-].[H-].[Li+].[Al+3].[CH3:7][C:8]([C:15]1[NH:16][C:17]2[C:22]([CH:23]=1)=[CH:21][C:20]([N+:24]([O-:26])=[O:25])=[CH:19][CH:18]=2)([CH3:14])[C:9](OCC)=[O:10].O.[OH-].[Na+]. The catalyst is C1COCC1. The product is [CH3:14][C:8]([C:15]1[NH:16][C:17]2[C:22]([CH:23]=1)=[CH:21][C:20]([N+:24]([O-:26])=[O:25])=[CH:19][CH:18]=2)([CH3:7])[CH2:9][OH:10]. The yield is 0.580. (4) The reactants are [C:1](OC(=O)C)(=[O:3])C.[CH3:8][O:9][C:10]([C:12]1[S:13][CH:14]=[C:15]([CH3:18])[C:16]=1[NH2:17])=[O:11]. The yield is 0.970. The product is [CH3:8][O:9][C:10]([C:12]1[S:13][CH:14]=[C:15]([CH3:18])[C:16]=1[NH:17][CH:1]=[O:3])=[O:11]. The catalyst is C(O)=O. (5) The reactants are [NH2:1][C:2]1[C:11]2[C:6](=[C:7](I)[CH:8]=[CH:9][CH:10]=2)[N:5]=[N:4][C:3]=1[C:13]([NH:15][CH2:16][CH2:17][CH3:18])=[O:14].[F:19][C:20]1[CH:25]=[CH:24][C:23](B(O)O)=[CH:22][CH:21]=1. No catalyst specified. The product is [NH2:1][C:2]1[C:11]2[C:6](=[C:7]([C:23]3[CH:24]=[CH:25][C:20]([F:19])=[CH:21][CH:22]=3)[CH:8]=[CH:9][CH:10]=2)[N:5]=[N:4][C:3]=1[C:13]([NH:15][CH2:16][CH2:17][CH3:18])=[O:14]. The yield is 0.470. (6) The reactants are C1(P(C2C=CC=CC=2)C2C=CC=CC=2)C=CC=CC=1.[F:20][C:21]1[CH:27]=[CH:26][C:24]([NH2:25])=[CH:23][CH:22]=1.[C:28]([O:36][CH3:37])(=[O:35])[C:29]#[C:30][C:31]([O:33][CH3:34])=[O:32].C(N(CC)CC)C.Cl[C:46](=[O:52])[C:47]([O:49][CH2:50][CH3:51])=O. The catalyst is C(Cl)Cl.CCOC(C)=O. The product is [CH2:50]([O:49][C:47]1[C:46](=[O:52])[N:25]([C:24]2[CH:26]=[CH:27][C:21]([F:20])=[CH:22][CH:23]=2)[CH:30]([C:31]([O:33][CH3:34])=[O:32])[C:29]=1[C:28]([O:36][CH3:37])=[O:35])[CH3:51]. The yield is 0.530. (7) The reactants are Br[C:2]1[N:3]=[C:4]([CH2:16][CH3:17])[C:5]([NH:10][CH:11]([CH2:14][CH3:15])[CH2:12][CH3:13])=[N:6][C:7]=1[CH2:8][CH3:9].[CH3:18][O:19][C:20]1[CH:28]=[C:27]2[C:23]([CH2:24][CH2:25][CH2:26]2)=[CH:22][C:21]=1B(O)O.C([O-])([O-])=O.[Na+].[Na+]. The catalyst is C1C=CC([P]([Pd]([P](C2C=CC=CC=2)(C2C=CC=CC=2)C2C=CC=CC=2)([P](C2C=CC=CC=2)(C2C=CC=CC=2)C2C=CC=CC=2)[P](C2C=CC=CC=2)(C2C=CC=CC=2)C2C=CC=CC=2)(C2C=CC=CC=2)C2C=CC=CC=2)=CC=1.COCCOC. The product is [CH2:16]([C:4]1[C:5]([NH:10][CH:11]([CH2:14][CH3:15])[CH2:12][CH3:13])=[N:6][C:7]([CH2:8][CH3:9])=[C:2]([C:21]2[CH:22]=[C:23]3[C:27](=[CH:28][C:20]=2[O:19][CH3:18])[CH2:26][CH2:25][CH2:24]3)[N:3]=1)[CH3:17]. The yield is 0.660.